Dataset: Forward reaction prediction with 1.9M reactions from USPTO patents (1976-2016). Task: Predict the product of the given reaction. (1) Given the reactants ClC(Cl)(Cl)C([N:5]=C=O)=O.[CH2:10]([O:12][CH2:13][C:14]1[N:15]([CH2:42][CH2:43][CH3:44])[C:16]2[C:25]3[CH:24]=[C:23]([O:26][CH:27]4[CH2:32][CH2:31][N:30]([C:33]([O:35][C:36]([CH3:39])([CH3:38])[CH3:37])=[O:34])[CH2:29][CH2:28]4)[CH:22]=[CH:21][C:20]=3[N+:19]([O-])=[CH:18][C:17]=2[N:41]=1)[CH3:11].[OH-].[NH4+].C(=O)([O-])[O-].[Na+].[Na+], predict the reaction product. The product is: [NH2:5][C:18]1[C:17]2[N:41]=[C:14]([CH2:13][O:12][CH2:10][CH3:11])[N:15]([CH2:42][CH2:43][CH3:44])[C:16]=2[C:25]2[CH:24]=[C:23]([O:26][CH:27]3[CH2:32][CH2:31][N:30]([C:33]([O:35][C:36]([CH3:39])([CH3:38])[CH3:37])=[O:34])[CH2:29][CH2:28]3)[CH:22]=[CH:21][C:20]=2[N:19]=1. (2) Given the reactants [CH2:1]([O:3][C:4](=[O:17])[CH:5]([C:15]#[N:16])[C:6]1[CH:11]=[CH:10][C:9]([N+:12]([O-:14])=[O:13])=[CH:8][CH:7]=1)[CH3:2].[H-].[Na+].I[CH3:21], predict the reaction product. The product is: [CH2:1]([O:3][C:4](=[O:17])[C:5]([C:15]#[N:16])([CH3:21])[C:6]1[CH:7]=[CH:8][C:9]([N+:12]([O-:14])=[O:13])=[CH:10][CH:11]=1)[CH3:2].